Dataset: Forward reaction prediction with 1.9M reactions from USPTO patents (1976-2016). Task: Predict the product of the given reaction. (1) Given the reactants [C:1]([C:9]1[N:13]2[C:14]3[C:19]([CH:20]=[CH:21][C:12]2=[C:11]([C:23]#[N:24])[CH:10]=1)=[C:18]([OH:22])[CH:17]=[CH:16][CH:15]=3)(=[O:8])[C:2]1[CH:7]=[CH:6][CH:5]=[CH:4][CH:3]=1.Cl.Cl[CH2:27][CH2:28][N:29]1[CH2:34][CH2:33][O:32][CH2:31][CH2:30]1.C(=O)([O-])[O-].[K+].[K+].[I-].[K+], predict the reaction product. The product is: [C:1]([C:9]1[N:13]2[C:14]3[C:19]([CH:20]=[CH:21][C:12]2=[C:11]([C:23]#[N:24])[CH:10]=1)=[C:18]([O:22][CH2:27][CH2:28][N:29]1[CH2:34][CH2:33][O:32][CH2:31][CH2:30]1)[CH:17]=[CH:16][CH:15]=3)(=[O:8])[C:2]1[CH:7]=[CH:6][CH:5]=[CH:4][CH:3]=1. (2) Given the reactants CC(C)([O-])C.[K+].[N+:7]([CH2:9][C:10]([O:12][CH2:13][CH3:14])=[O:11])#[C-:8].[CH3:15][O:16][C:17]1[CH:26]=[CH:25][C:20]([CH2:21][N:22]=[C:23]=[S:24])=[CH:19][CH:18]=1.C(O)(=O)C, predict the reaction product. The product is: [CH2:13]([O:12][C:10]([C:9]1[N:7]=[CH:8][S:24][C:23]=1[NH:22][CH2:21][C:20]1[CH:25]=[CH:26][C:17]([O:16][CH3:15])=[CH:18][CH:19]=1)=[O:11])[CH3:14]. (3) Given the reactants [Zn:1].N[CH2:3][C:4]([OH:6])=[O:5].[C:7]([OH:20])(=[O:19])[CH2:8][CH2:9][CH2:10][CH2:11][CH2:12][CH2:13][CH2:14][CH2:15][CH2:16][CH2:17][CH3:18].C([O-])(=O)C.[Zn+2].C([O-])(=O)C, predict the reaction product. The product is: [C:4]([O-:6])(=[O:5])[CH3:3].[Zn+2:1].[C:7]([O-:20])(=[O:19])[CH3:8].[C:7]([O-:20])(=[O:19])[CH2:8][CH2:9][CH2:10][CH2:11][CH2:12][CH2:13][CH2:14][CH2:15][CH2:16][CH2:17][CH3:18].[Zn+2:1].[C:7]([O-:20])(=[O:19])[CH2:8][CH2:9][CH2:10][CH2:11][CH2:12][CH2:13][CH2:14][CH2:15][CH2:16][CH2:17][CH3:18]. (4) Given the reactants [Cl:1][C:2]1[C:6]([Cl:7])=[C:5]([CH3:8])[NH:4][C:3]=1[C:9]([NH:11][C@@H:12]1[CH2:17][CH2:16][N:15]([C:18]([O:20][CH2:21][C:22]2[CH:27]=[CH:26][CH:25]=[CH:24][CH:23]=2)=[O:19])[CH2:14][C@@H:13]1[N:28]1[CH:32]=[C:31]([CH2:33]OP(OC2C=CC=CC=2)(OC2C=CC=CC=2)=O)[N:30]=[N:29]1)=[O:10].[C-:51]#[N:52].[Na+], predict the reaction product. The product is: [C:51]([CH2:33][C:31]1[N:30]=[N:29][N:28]([C@@H:13]2[C@H:12]([NH:11][C:9]([C:3]3[NH:4][C:5]([CH3:8])=[C:6]([Cl:7])[C:2]=3[Cl:1])=[O:10])[CH2:17][CH2:16][N:15]([C:18]([O:20][CH2:21][C:22]3[CH:27]=[CH:26][CH:25]=[CH:24][CH:23]=3)=[O:19])[CH2:14]2)[CH:32]=1)#[N:52]. (5) Given the reactants [CH3:1][C:2]1[C:7](=[O:8])[N:6]([C:9]2[CH:14]=[CH:13][CH:12]=[C:11]([N:15]3[C:19](=[O:20])[CH2:18][CH2:17][C:16]3=[O:21])[CH:10]=2)[C:5]2[N:22]=[CH:23][CH:24]=[CH:25][C:4]=2[N:3]=1.[Br:26]N1C(=O)CCC1=O.C(OOC(=O)C1C=CC=CC=1)(=O)C1C=CC=CC=1, predict the reaction product. The product is: [Br:26][CH2:1][C:2]1[C:7](=[O:8])[N:6]([C:9]2[CH:14]=[CH:13][CH:12]=[C:11]([N:15]3[C:16](=[O:21])[CH2:17][CH2:18][C:19]3=[O:20])[CH:10]=2)[C:5]2[N:22]=[CH:23][CH:24]=[CH:25][C:4]=2[N:3]=1. (6) Given the reactants [C:1]([CH:3]1[CH2:7][CH2:6][N:5]([C:8]([O:10][CH2:11][C:12]2[CH:17]=[CH:16][CH:15]=[CH:14][CH:13]=2)=[O:9])[CH2:4]1)#[N:2].[N-:18]=[N+:19]=[N-:20].[Na+].C(Cl)Cl.C(O)(=O)C1C(=CC=CC=1)O, predict the reaction product. The product is: [NH:18]1[C:1]([CH:3]2[CH2:7][CH2:6][N:5]([C:8]([O:10][CH2:11][C:12]3[CH:17]=[CH:16][CH:15]=[CH:14][CH:13]=3)=[O:9])[CH2:4]2)=[N:2][N:20]=[N:19]1.